Dataset: Peptide-MHC class I binding affinity with 185,985 pairs from IEDB/IMGT. Task: Regression. Given a peptide amino acid sequence and an MHC pseudo amino acid sequence, predict their binding affinity value. This is MHC class I binding data. (1) The peptide sequence is FVHTLLKTY. The MHC is HLA-B48:01 with pseudo-sequence HLA-B48:01. The binding affinity (normalized) is 0.0847. (2) The peptide sequence is RSLVCLAPK. The MHC is HLA-A02:19 with pseudo-sequence HLA-A02:19. The binding affinity (normalized) is 0.0847. (3) The peptide sequence is TAHLKRLWK. The MHC is HLA-A03:01 with pseudo-sequence HLA-A03:01. The binding affinity (normalized) is 0.336. (4) The peptide sequence is LLIDDSFSS. The MHC is HLA-A02:01 with pseudo-sequence HLA-A02:01. The binding affinity (normalized) is 0.401. (5) The peptide sequence is RVVDLYIGR. The MHC is HLA-A03:01 with pseudo-sequence HLA-A03:01. The binding affinity (normalized) is 0.549.